Dataset: Forward reaction prediction with 1.9M reactions from USPTO patents (1976-2016). Task: Predict the product of the given reaction. (1) Given the reactants [C:1]([O:4][C:5]12[CH2:20][CH2:19][N:18]([C:21](=[O:23])[CH3:22])[CH:6]1[N:7]([C:15](=[O:17])[CH3:16])[C:8]1[C:13]2=[CH:12][C:11]([OH:14])=[CH:10][CH:9]=1)(=[O:3])[CH3:2].CN1CCOCC1.Cl[C:32]([O:34][C:35]1[CH:40]=[CH:39][C:38]([N+:41]([O-:43])=[O:42])=[CH:37][CH:36]=1)=[O:33], predict the reaction product. The product is: [C:1]([O:4][C:5]12[CH2:20][CH2:19][N:18]([C:21](=[O:23])[CH3:22])[CH:6]1[N:7]([C:15](=[O:17])[CH3:16])[C:8]1[C:13]2=[CH:12][C:11]([O:14][C:32]([O:34][C:35]2[CH:36]=[CH:37][C:38]([N+:41]([O-:43])=[O:42])=[CH:39][CH:40]=2)=[O:33])=[CH:10][CH:9]=1)(=[O:3])[CH3:2]. (2) Given the reactants [CH:1]1([C:6](Cl)=[O:7])[CH2:5][CH2:4][CH2:3][CH2:2]1.[NH2:9][CH2:10][CH2:11][CH2:12][CH2:13][N:14]1[C:26]2[C:25]3[CH:24]=[CH:23][C:22]([Br:27])=[CH:21][C:20]=3[N:19]=[C:18]([NH2:28])[C:17]=2[N:16]=[C:15]1[CH2:29][O:30][CH2:31][CH3:32].C(N(CC)CC)C, predict the reaction product. The product is: [NH2:28][C:18]1[C:17]2[N:16]=[C:15]([CH2:29][O:30][CH2:31][CH3:32])[N:14]([CH2:13][CH2:12][CH2:11][CH2:10][NH:9][C:6]([CH:1]3[CH2:5][CH2:4][CH2:3][CH2:2]3)=[O:7])[C:26]=2[C:25]2[CH:24]=[CH:23][C:22]([Br:27])=[CH:21][C:20]=2[N:19]=1.